This data is from Reaction yield outcomes from USPTO patents with 853,638 reactions. The task is: Predict the reaction yield, written as a fraction of the theoretical maximum amount of product (1.0 means a 100% yield; for example, 0.34 means a 34% yield). (1) The reactants are O=P(Cl)(Cl)[Cl:3].[CH2:6]([O:13][C:14]1[C:23]2[C:18](=[C:19]([CH3:26])[C:20]([O:24][CH3:25])=[CH:21][CH:22]=2)[N+:17]([O-])=[CH:16][CH:15]=1)[C:7]1[CH:12]=[CH:11][CH:10]=[CH:9][CH:8]=1. No catalyst specified. The product is [CH2:6]([O:13][C:14]1[C:23]2[C:18](=[C:19]([CH3:26])[C:20]([O:24][CH3:25])=[CH:21][CH:22]=2)[N:17]=[C:16]([Cl:3])[CH:15]=1)[C:7]1[CH:12]=[CH:11][CH:10]=[CH:9][CH:8]=1. The yield is 0.904. (2) The reactants are [CH3:1][N:2]([CH3:17])[C:3]([C:5]1[CH:6]=[C:7]([OH:16])[C:8]2[N:12]=[C:11]([CH3:13])[N:10]([CH3:14])[C:9]=2[CH:15]=1)=[O:4].C(=O)([O-])[O-].[Na+].[Na+].[CH2:24]([C:26]1[CH:33]=[CH:32][CH:31]=[C:30]([CH3:34])[C:27]=1[CH2:28]Cl)[CH3:25]. The catalyst is CC(C)=O. The product is [CH3:17][N:2]([CH3:1])[C:3]([C:5]1[CH:6]=[C:7]([O:16][CH2:28][C:27]2[C:30]([CH3:34])=[CH:31][CH:32]=[CH:33][C:26]=2[CH2:24][CH3:25])[C:8]2[N:12]=[C:11]([CH3:13])[N:10]([CH3:14])[C:9]=2[CH:15]=1)=[O:4]. The yield is 0.680. (3) The reactants are [F:1][C:2]([F:7])([F:6])[C:3]([OH:5])=[O:4].[C:8]([C:11]1[CH:16]=[CH:15][C:14]([NH:17][CH:18]([C:22]2[CH:27]=[CH:26][C:25]([O:28][CH2:29][CH2:30][N:31]([CH3:33])[CH3:32])=[C:24]([O:34][CH2:35][CH3:36])[CH:23]=2)[C:19](O)=[O:20])=[CH:13][CH:12]=1)(=[NH:10])[NH2:9].O.ON1C2C=CC=CC=2N=N1.Cl.C(N=C=NCCCN(C)C)C.Cl.[CH3:61][O:62][C:63]1[CH:68]=[CH:67][CH:66]=[CH:65][C:64]=1[NH:69][NH2:70].C(N(CC)CC)C. The catalyst is CN(C)C=O. The product is [F:1][C:2]([F:7])([F:6])[C:3]([OH:5])=[O:4].[CH3:33][N:31]([CH3:32])[CH2:30][CH2:29][O:28][C:25]1[CH:26]=[CH:27][C:22]([CH:18]([NH:17][C:14]2[CH:13]=[CH:12][C:11]([C:8]([NH2:9])=[NH:10])=[CH:16][CH:15]=2)[C:19]([NH:70][NH:69][C:64]2[CH:65]=[CH:66][CH:67]=[CH:68][C:63]=2[O:62][CH3:61])=[O:20])=[CH:23][C:24]=1[O:34][CH2:35][CH3:36]. The yield is 0.500. (4) The reactants are [H-].[Na+].[NH2:3][C:4]1[N:9]([CH3:10])[C:8](=[O:11])[NH:7][C:6](=[O:12])[CH:5]=1.[H][H].[C:15]([O:18][C@H:19]([CH3:25])[CH2:20][CH2:21][CH2:22][CH2:23]Cl)(=[O:17])[CH3:16].[Cl-].[Na+]. The catalyst is CS(C)=O. The product is [C:15]([O:18][C@H:19]([CH3:25])[CH2:20][CH2:21][CH2:22][CH2:23][N:7]1[C:6](=[O:12])[CH:5]=[C:4]([NH2:3])[N:9]([CH3:10])[C:8]1=[O:11])(=[O:17])[CH3:16]. The yield is 0.650.